This data is from NCI-60 drug combinations with 297,098 pairs across 59 cell lines. The task is: Regression. Given two drug SMILES strings and cell line genomic features, predict the synergy score measuring deviation from expected non-interaction effect. (1) Drug 1: COC1=C(C=C2C(=C1)N=CN=C2NC3=CC(=C(C=C3)F)Cl)OCCCN4CCOCC4. Drug 2: CC=C1C(=O)NC(C(=O)OC2CC(=O)NC(C(=O)NC(CSSCCC=C2)C(=O)N1)C(C)C)C(C)C. Cell line: MCF7. Synergy scores: CSS=32.0, Synergy_ZIP=1.85, Synergy_Bliss=5.42, Synergy_Loewe=4.66, Synergy_HSA=7.93. (2) Drug 1: CC1=C(C(=CC=C1)Cl)NC(=O)C2=CN=C(S2)NC3=CC(=NC(=N3)C)N4CCN(CC4)CCO. Drug 2: CN(CC1=CN=C2C(=N1)C(=NC(=N2)N)N)C3=CC=C(C=C3)C(=O)NC(CCC(=O)O)C(=O)O. Cell line: MDA-MB-435. Synergy scores: CSS=33.2, Synergy_ZIP=-0.358, Synergy_Bliss=1.43, Synergy_Loewe=-25.8, Synergy_HSA=-0.254. (3) Drug 1: C1=CC(=CC=C1CCCC(=O)O)N(CCCl)CCCl. Drug 2: CCC1(CC2CC(C3=C(CCN(C2)C1)C4=CC=CC=C4N3)(C5=C(C=C6C(=C5)C78CCN9C7C(C=CC9)(C(C(C8N6C=O)(C(=O)OC)O)OC(=O)C)CC)OC)C(=O)OC)O.OS(=O)(=O)O. Cell line: 786-0. Synergy scores: CSS=18.9, Synergy_ZIP=5.02, Synergy_Bliss=5.23, Synergy_Loewe=3.86, Synergy_HSA=3.21. (4) Drug 2: CC1=C2C(C(=O)C3(C(CC4C(C3C(C(C2(C)C)(CC1OC(=O)C(C(C5=CC=CC=C5)NC(=O)C6=CC=CC=C6)O)O)OC(=O)C7=CC=CC=C7)(CO4)OC(=O)C)O)C)OC(=O)C. Synergy scores: CSS=17.0, Synergy_ZIP=7.33, Synergy_Bliss=0.658, Synergy_Loewe=-48.8, Synergy_HSA=-7.63. Cell line: CCRF-CEM. Drug 1: CCCCCOC(=O)NC1=NC(=O)N(C=C1F)C2C(C(C(O2)C)O)O. (5) Drug 1: CN1CCC(CC1)COC2=C(C=C3C(=C2)N=CN=C3NC4=C(C=C(C=C4)Br)F)OC. Drug 2: CS(=O)(=O)OCCCCOS(=O)(=O)C. Cell line: SF-539. Synergy scores: CSS=4.22, Synergy_ZIP=-3.17, Synergy_Bliss=-2.94, Synergy_Loewe=-8.92, Synergy_HSA=-2.72. (6) Drug 1: CC1=C(C(=O)C2=C(C1=O)N3CC4C(C3(C2COC(=O)N)OC)N4)N. Drug 2: C1CCC(C(C1)N)N.C(=O)(C(=O)[O-])[O-].[Pt+4]. Cell line: TK-10. Synergy scores: CSS=6.02, Synergy_ZIP=-5.40, Synergy_Bliss=-8.41, Synergy_Loewe=-7.01, Synergy_HSA=-4.95. (7) Cell line: CCRF-CEM. Synergy scores: CSS=8.69, Synergy_ZIP=-0.959, Synergy_Bliss=1.66, Synergy_Loewe=0.135, Synergy_HSA=0.131. Drug 1: CS(=O)(=O)C1=CC(=C(C=C1)C(=O)NC2=CC(=C(C=C2)Cl)C3=CC=CC=N3)Cl. Drug 2: CCCCC(=O)OCC(=O)C1(CC(C2=C(C1)C(=C3C(=C2O)C(=O)C4=C(C3=O)C=CC=C4OC)O)OC5CC(C(C(O5)C)O)NC(=O)C(F)(F)F)O. (8) Drug 1: CCC1=CC2CC(C3=C(CN(C2)C1)C4=CC=CC=C4N3)(C5=C(C=C6C(=C5)C78CCN9C7C(C=CC9)(C(C(C8N6C)(C(=O)OC)O)OC(=O)C)CC)OC)C(=O)OC.C(C(C(=O)O)O)(C(=O)O)O. Drug 2: C1=CC(=CC=C1CCCC(=O)O)N(CCCl)CCCl. Cell line: SW-620. Synergy scores: CSS=52.4, Synergy_ZIP=-10.9, Synergy_Bliss=-9.33, Synergy_Loewe=-26.2, Synergy_HSA=-6.15.